From a dataset of Forward reaction prediction with 1.9M reactions from USPTO patents (1976-2016). Predict the product of the given reaction. (1) Given the reactants [OH-].[NH4+].[NH2:3][C@@H:4]([C:9]([OH:11])=[O:10])[C:5]([CH3:8])([CH3:7])[CH3:6], predict the reaction product. The product is: [NH2:3][CH:4]([C:9]([OH:11])=[O:10])[C:5]([CH3:8])([CH3:7])[CH3:6]. (2) Given the reactants [N:1]([CH:4]([C:8]1[N:9]([CH2:20][C:21]2[CH:26]=[CH:25][CH:24]=[CH:23][CH:22]=2)[C:10](=[O:19])[C:11]2[C:16](Br)=[C:15](Br)[S:14][C:12]=2[N:13]=1)[CH:5]([CH3:7])[CH3:6])=[N+]=[N-], predict the reaction product. The product is: [NH2:1][CH:4]([C:8]1[N:9]([CH2:20][C:21]2[CH:26]=[CH:25][CH:24]=[CH:23][CH:22]=2)[C:10](=[O:19])[C:11]2[CH:16]=[CH:15][S:14][C:12]=2[N:13]=1)[CH:5]([CH3:7])[CH3:6]. (3) Given the reactants [CH2:1]([NH2:4])[CH2:2][CH3:3].[Br:5][CH2:6][CH2:7][CH2:8][CH2:9][C:10]1([C:23](Cl)=[O:24])[C:22]2[CH:21]=[CH:20][CH:19]=[CH:18][C:17]=2[C:16]2[C:11]1=[CH:12][CH:13]=[CH:14][CH:15]=2, predict the reaction product. The product is: [CH2:1]([NH:4][C:23]([C:10]1([CH2:9][CH2:8][CH2:7][CH2:6][Br:5])[C:22]2[CH:21]=[CH:20][CH:19]=[CH:18][C:17]=2[C:16]2[C:11]1=[CH:12][CH:13]=[CH:14][CH:15]=2)=[O:24])[CH2:2][CH3:3]. (4) Given the reactants [NH2:1][C:2]1([CH3:12])[CH2:7][C:6]([CH3:9])([CH3:8])[CH2:5][C:4]([CH3:11])([CH3:10])[CH2:3]1.[S:13]([O-:17])(=[O:16])(=[O:15])[CH3:14], predict the reaction product. The product is: [S:13]([OH:17])(=[O:16])(=[O:15])[CH3:14].[NH2:1][C:2]1([CH3:12])[CH2:7][C:6]([CH3:9])([CH3:8])[CH2:5][C:4]([CH3:11])([CH3:10])[CH2:3]1. (5) Given the reactants [CH3:1][O:2][C:3]1[CH:8]=[CH:7][C:6]([O:9][CH3:10])=[CH:5][C:4]=1[C:11](=O)[C@H:12]([NH:14]C(=O)C(F)(F)F)[CH3:13].S1[CH:26]=[CH:25][CH:24]=[C:23]1[C:27]([Cl:29])=[O:28], predict the reaction product. The product is: [ClH:29].[CH3:1][O:2][C:3]1[CH:8]=[C:7]([CH2:26][CH:25]2[CH2:24][CH2:23][CH2:27][O:28]2)[C:6]([O:9][CH3:10])=[CH:5][C:4]=1[CH2:11][C@H:12]([NH2:14])[CH3:13]. (6) Given the reactants [N+](C1C=CC(C([O:10][C@H:11]2[CH2:16][CH2:15][C@@H:14]([N:17]3[C:25](=[O:26])[C:24]4[C:19](=[CH:20][CH:21]=[CH:22][CH:23]=4)[C:18]3=[O:27])[CH2:13][CH2:12]2)=O)=CC=1)([O-])=O.C[O-].[Na+].S([O-])(O)(=O)=O.[K+], predict the reaction product. The product is: [OH:10][C@@H:11]1[CH2:12][CH2:13][C@H:14]([N:17]2[C:18](=[O:27])[C:19]3[C:24](=[CH:23][CH:22]=[CH:21][CH:20]=3)[C:25]2=[O:26])[CH2:15][CH2:16]1. (7) The product is: [CH3:20][CH:16]1[C:17](=[O:18])[C:11]2[C:12](=[C:13]3[C:8](=[CH:9][CH:10]=2)[CH2:7][C:6]([CH3:21])([CH3:5])[CH2:14]3)[CH2:15]1. Given the reactants [Al+3].[Cl-].[Cl-].[Cl-].[CH3:5][C:6]1([CH3:21])[CH2:14][C:13]2[C:8](=[CH:9][CH:10]=[CH:11][C:12]=2[CH2:15][CH:16]([CH3:20])[C:17](Cl)=[O:18])[CH2:7]1, predict the reaction product. (8) Given the reactants [CH:1]1[CH:6]=[C:5]2[C:7]([NH:9][C:10](=[O:11])[C:4]2=[CH:3][CH:2]=1)=[O:8].[O:12]1[C@@H:14]([CH2:15][CH3:16])[CH2:13]1.C([O-])([O-])=O.[K+].[K+], predict the reaction product. The product is: [OH:12][C@@H:14]([CH2:15][CH3:16])[CH2:13][N:9]1[C:7](=[O:8])[C:5]2[C:4](=[CH:3][CH:2]=[CH:1][CH:6]=2)[C:10]1=[O:11]. (9) Given the reactants [CH2:1]([NH:4][C:5]1[C:6]([Br:11])=[N:7][CH:8]=[CH:9][CH:10]=1)[CH:2]=[CH2:3].[CH3:12][C:13]([O:16][C:17](O[C:17]([O:16][C:13]([CH3:15])([CH3:14])[CH3:12])=[O:18])=[O:18])([CH3:15])[CH3:14], predict the reaction product. The product is: [CH2:1]([N:4]([C:5]1[C:6]([Br:11])=[N:7][CH:8]=[CH:9][CH:10]=1)[C:17](=[O:18])[O:16][C:13]([CH3:15])([CH3:14])[CH3:12])[CH:2]=[CH2:3].